This data is from TCR-epitope binding with 47,182 pairs between 192 epitopes and 23,139 TCRs. The task is: Binary Classification. Given a T-cell receptor sequence (or CDR3 region) and an epitope sequence, predict whether binding occurs between them. (1) The epitope is KLSYGIATV. The TCR CDR3 sequence is CASTSPDRGNEKLFF. Result: 0 (the TCR does not bind to the epitope). (2) The epitope is KAFSPEVIPMF. The TCR CDR3 sequence is CASSMGLAGGLFGEQFF. Result: 0 (the TCR does not bind to the epitope).